Dataset: Forward reaction prediction with 1.9M reactions from USPTO patents (1976-2016). Task: Predict the product of the given reaction. (1) Given the reactants [O:1]1[C:5]2([CH2:15][CH2:14][C:8]3([CH2:12][CH2:11][NH:10][C:9]3=[O:13])[CH2:7][CH2:6]2)[O:4][CH2:3][CH2:2]1.Br[C:17]1[CH:22]=[CH:21][C:20]([C:23]([CH3:26])([CH3:25])[CH3:24])=[CH:19][CH:18]=1, predict the reaction product. The product is: [C:23]([C:20]1[CH:21]=[CH:22][C:17]([N:10]2[CH2:11][CH2:12][C:8]3([CH2:14][CH2:15][C:5]4([O:4][CH2:3][CH2:2][O:1]4)[CH2:6][CH2:7]3)[C:9]2=[O:13])=[CH:18][CH:19]=1)([CH3:26])([CH3:25])[CH3:24]. (2) The product is: [CH:10]1[C:11]2[CH:12]([CH2:14][O:15][C:16]([N:18]3[CH2:19][CH2:20][C:21]([NH:36][C:37]([O:39][CH2:40][CH:41]4[C:53]5[CH:52]=[CH:51][CH:50]=[CH:49][C:48]=5[C:47]5[C:42]4=[CH:43][CH:44]=[CH:45][CH:46]=5)=[O:38])([C:24]4[O:35][C:27]([C:28]5[CH:29]=[CH:30][CH:31]=[CH:32][CH:33]=5)=[CH:26][N:25]=4)[CH2:22][CH2:23]3)=[O:17])[C:13]3[C:5](=[CH:4][CH:3]=[CH:2][CH:1]=3)[C:6]=2[CH:7]=[CH:8][CH:9]=1. Given the reactants [CH:1]1[C:13]2[CH:12]([CH2:14][O:15][C:16]([N:18]3[CH2:23][CH2:22][C:21]([NH:36][C:37]([O:39][CH2:40][CH:41]4[C:53]5[CH:52]=[CH:51][CH:50]=[CH:49][C:48]=5[C:47]5[C:42]4=[CH:43][CH:44]=[CH:45][CH:46]=5)=[O:38])([C:24](=[O:35])[NH:25][CH2:26][C:27](=O)[C:28]4[CH:33]=[CH:32][CH:31]=[CH:30][CH:29]=4)[CH2:20][CH2:19]3)=[O:17])[C:11]3[C:6](=[CH:7][CH:8]=[CH:9][CH:10]=3)[C:5]=2[CH:4]=[CH:3][CH:2]=1, predict the reaction product. (3) Given the reactants C([O:3][C:4](=[O:42])[C:5]([CH3:41])([O:34][C:35]1[CH:40]=[CH:39][CH:38]=[CH:37][CH:36]=1)[CH2:6][C:7]1[CH:12]=[CH:11][C:10]([CH2:13][CH2:14][CH2:15][CH:16]2[CH2:20][N:19]([CH2:21][C:22]3[CH:27]=[CH:26][C:25]([C:28]([F:31])([F:30])[F:29])=[CH:24][CH:23]=3)[C:18](=[O:32])[N:17]2[CH3:33])=[CH:9][CH:8]=1)C.[OH-].[Na+], predict the reaction product. The product is: [CH3:41][C:5]([O:34][C:35]1[CH:40]=[CH:39][CH:38]=[CH:37][CH:36]=1)([CH2:6][C:7]1[CH:12]=[CH:11][C:10]([CH2:13][CH2:14][CH2:15][CH:16]2[CH2:20][N:19]([CH2:21][C:22]3[CH:27]=[CH:26][C:25]([C:28]([F:31])([F:30])[F:29])=[CH:24][CH:23]=3)[C:18](=[O:32])[N:17]2[CH3:33])=[CH:9][CH:8]=1)[C:4]([OH:42])=[O:3]. (4) Given the reactants [Cl:1][C:2]1[CH:45]=[CH:44][C:5]([CH2:6][C@@H:7]([NH:30][CH:31]2[CH2:36][CH2:35][N:34](C(OC(C)(C)C)=O)[CH2:33][CH2:32]2)[C:8]([N:10]2[CH:15]3[CH2:16][CH2:17][CH:11]2[CH2:12][C:13]([CH:24]2[CH2:29][CH2:28][CH2:27][CH2:26][CH2:25]2)([CH2:18][N:19]2[CH:23]=[N:22][CH:21]=[N:20]2)[CH2:14]3)=[O:9])=[CH:4][CH:3]=1, predict the reaction product. The product is: [Cl:1][C:2]1[CH:3]=[CH:4][C:5]([CH2:6][C@@H:7]([NH:30][CH:31]2[CH2:32][CH2:33][NH:34][CH2:35][CH2:36]2)[C:8]([N:10]2[CH:11]3[CH2:17][CH2:16][CH:15]2[CH2:14][C:13]([CH:24]2[CH2:25][CH2:26][CH2:27][CH2:28][CH2:29]2)([CH2:18][N:19]2[CH:23]=[N:22][CH:21]=[N:20]2)[CH2:12]3)=[O:9])=[CH:44][CH:45]=1.